Dataset: Forward reaction prediction with 1.9M reactions from USPTO patents (1976-2016). Task: Predict the product of the given reaction. (1) Given the reactants Br[C:2]1[O:6][C:5]([C:7]([OH:9])=[O:8])=[CH:4][CH:3]=1.[Cl:10][C:11]1[CH:16]=[CH:15][C:14](B(O)O)=[CH:13][CH:12]=1, predict the reaction product. The product is: [Cl:10][C:11]1[CH:16]=[CH:15][C:14]([C:2]2[O:6][C:5]([C:7]([OH:9])=[O:8])=[CH:4][CH:3]=2)=[CH:13][CH:12]=1. (2) The product is: [NH2:1][C:2]1[CH:3]=[CH:4][C:5]([S:12]([NH:13][C:14]2[CH:15]=[CH:16][C:17]3[CH2:21][O:20][B:19]([OH:22])[C:18]=3[CH:23]=2)(=[O:25])=[O:24])=[C:6]([CH2:8][C:9]([N:27]2[CH2:30][CH2:29][CH2:28]2)=[O:11])[CH:7]=1. Given the reactants [NH2:1][C:2]1[CH:3]=[CH:4][C:5]([S:12](=[O:25])(=[O:24])[NH:13][C:14]2[CH:15]=[CH:16][C:17]3[CH2:21][O:20][B:19]([OH:22])[C:18]=3[CH:23]=2)=[C:6]([CH2:8][C:9]([OH:11])=O)[CH:7]=1.Cl.[NH:27]1[CH2:30][CH2:29][CH2:28]1.C1CN([P+](ON2N=NC3C=CC=CC2=3)(N2CCCC2)N2CCCC2)CC1.F[P-](F)(F)(F)(F)F.C(N(CC)CC)C, predict the reaction product.